Dataset: Forward reaction prediction with 1.9M reactions from USPTO patents (1976-2016). Task: Predict the product of the given reaction. (1) The product is: [Cl:25][C:26]1[CH:27]=[CH:28][C:29]([N:32]2[CH2:37][CH2:36][N:35]([C:2]3[N:3]=[C:4]([NH:11][C:12]4[CH:17]=[CH:16][CH:15]=[C:14]([CH2:18][N:19]5[CH2:24][CH2:23][O:22][CH2:21][CH2:20]5)[CH:13]=4)[C:5]4[S:10][CH2:9][CH2:8][C:6]=4[N:7]=3)[CH2:34][CH2:33]2)=[CH:30][CH:31]=1. Given the reactants Cl[C:2]1[N:3]=[C:4]([NH:11][C:12]2[CH:17]=[CH:16][CH:15]=[C:14]([CH2:18][N:19]3[CH2:24][CH2:23][O:22][CH2:21][CH2:20]3)[CH:13]=2)[C:5]2[S:10][CH2:9][CH2:8][C:6]=2[N:7]=1.[Cl:25][C:26]1[CH:31]=[CH:30][C:29]([N:32]2[CH2:37][CH2:36][NH:35][CH2:34][CH2:33]2)=[CH:28][CH:27]=1.C(N(C(C)C)CC)(C)C.O, predict the reaction product. (2) The product is: [NH2:12][C:3]1[C:4]([N+:9]([O-:11])=[O:10])=[CH:5][C:6]([OH:8])=[CH:7][C:2]=1[Cl:1]. Given the reactants [Cl:1][C:2]1[CH:7]=[C:6]([OH:8])[CH:5]=[C:4]([N+:9]([O-:11])=[O:10])[C:3]=1[NH:12]C(=O)C, predict the reaction product. (3) The product is: [O:1]=[C:2]1[CH:7]=[CH:6][N:5]([C:8]2[CH:9]=[N:10][N:11]([CH:13]([CH3:14])[CH3:15])[CH:12]=2)[N:4]=[C:3]1[C:16]([OH:18])=[O:17]. Given the reactants [O:1]=[C:2]1[CH:7]=[CH:6][N:5]([C:8]2[CH:9]=[N:10][N:11]([CH:13]([CH3:15])[CH3:14])[CH:12]=2)[N:4]=[C:3]1[C:16]([O:18]C(C)(C)C)=[O:17].C(O)(C(F)(F)F)=O, predict the reaction product. (4) Given the reactants C(OC([NH:8][C@@H:9]([CH2:13][C:14]1[CH:19]=[CH:18][CH:17]=[C:16]([C:20]([F:23])([F:22])[F:21])[CH:15]=1)[C:10](O)=[O:11])=O)(C)(C)C, predict the reaction product. The product is: [NH2:8][C@@H:9]([CH2:13][C:14]1[CH:19]=[CH:18][CH:17]=[C:16]([C:20]([F:21])([F:22])[F:23])[CH:15]=1)[CH2:10][OH:11]. (5) Given the reactants I[C:2]1[CH:10]=[CH:9][CH:8]=[CH:7][C:3]=1[C:4]([OH:6])=[O:5].[NH2:11][C:12]1[N:16]([CH3:17])[N:15]=[CH:14][CH:13]=1.C([O-])([O-])=O.[K+].[K+], predict the reaction product. The product is: [CH3:17][N:16]1[C:12]([NH:11][C:2]2[C:3](=[CH:7][CH:8]=[CH:9][CH:10]=2)[C:4]([OH:6])=[O:5])=[CH:13][CH:14]=[N:15]1.